This data is from NCI-60 drug combinations with 297,098 pairs across 59 cell lines. The task is: Regression. Given two drug SMILES strings and cell line genomic features, predict the synergy score measuring deviation from expected non-interaction effect. (1) Drug 1: C(CC(=O)O)C(=O)CN.Cl. Synergy scores: CSS=15.3, Synergy_ZIP=-4.69, Synergy_Bliss=-2.93, Synergy_Loewe=-15.5, Synergy_HSA=-2.98. Cell line: MALME-3M. Drug 2: C1CNP(=O)(OC1)N(CCCl)CCCl. (2) Drug 1: C1=CC(=CC=C1CC(C(=O)O)N)N(CCCl)CCCl.Cl. Drug 2: C1=CC(=CC=C1CCCC(=O)O)N(CCCl)CCCl. Cell line: HCT116. Synergy scores: CSS=35.7, Synergy_ZIP=-3.62, Synergy_Bliss=2.04, Synergy_Loewe=1.96, Synergy_HSA=3.62. (3) Drug 1: C1=CC=C(C(=C1)C(C2=CC=C(C=C2)Cl)C(Cl)Cl)Cl. Drug 2: CC(C)(C#N)C1=CC(=CC(=C1)CN2C=NC=N2)C(C)(C)C#N. Cell line: MOLT-4. Synergy scores: CSS=-2.35, Synergy_ZIP=2.10, Synergy_Bliss=3.82, Synergy_Loewe=-2.05, Synergy_HSA=-2.04. (4) Drug 1: CC1OCC2C(O1)C(C(C(O2)OC3C4COC(=O)C4C(C5=CC6=C(C=C35)OCO6)C7=CC(=C(C(=C7)OC)O)OC)O)O. Drug 2: COCCOC1=C(C=C2C(=C1)C(=NC=N2)NC3=CC=CC(=C3)C#C)OCCOC.Cl. Cell line: HT29. Synergy scores: CSS=25.8, Synergy_ZIP=2.11, Synergy_Bliss=6.77, Synergy_Loewe=-3.85, Synergy_HSA=4.46. (5) Drug 2: C1C(C(OC1N2C=NC3=C2NC=NCC3O)CO)O. Drug 1: C1CC(=O)NC(=O)C1N2C(=O)C3=CC=CC=C3C2=O. Cell line: CCRF-CEM. Synergy scores: CSS=4.93, Synergy_ZIP=-3.52, Synergy_Bliss=-2.76, Synergy_Loewe=-0.291, Synergy_HSA=0.0424.